This data is from NCI-60 drug combinations with 297,098 pairs across 59 cell lines. The task is: Regression. Given two drug SMILES strings and cell line genomic features, predict the synergy score measuring deviation from expected non-interaction effect. (1) Drug 1: C1=CC=C(C=C1)NC(=O)CCCCCCC(=O)NO. Drug 2: C1CN(CCN1C(=O)CCBr)C(=O)CCBr. Cell line: OVCAR3. Synergy scores: CSS=8.40, Synergy_ZIP=-2.89, Synergy_Bliss=2.16, Synergy_Loewe=-7.99, Synergy_HSA=-1.88. (2) Drug 1: CN1CCC(CC1)COC2=C(C=C3C(=C2)N=CN=C3NC4=C(C=C(C=C4)Br)F)OC. Drug 2: COCCOC1=C(C=C2C(=C1)C(=NC=N2)NC3=CC=CC(=C3)C#C)OCCOC.Cl. Cell line: SNB-75. Synergy scores: CSS=8.42, Synergy_ZIP=-3.47, Synergy_Bliss=1.04, Synergy_Loewe=1.70, Synergy_HSA=2.15.